From a dataset of Forward reaction prediction with 1.9M reactions from USPTO patents (1976-2016). Predict the product of the given reaction. (1) The product is: [F:7][C:8]([F:15])([F:14])[CH2:9][S:10]([NH2:1])(=[O:12])=[O:11]. Given the reactants [NH3:1].C1COCC1.[F:7][C:8]([F:15])([F:14])[CH2:9][S:10](Cl)(=[O:12])=[O:11], predict the reaction product. (2) The product is: [CH2:1]([O:8][C:9](=[O:32])[C@@H:10]([NH:24][C:25]([O:27][C:28]([CH3:29])([CH3:31])[CH3:30])=[O:26])[CH2:11][CH2:12][C:13]1[N:17]([CH2:37][C:36]2[CH:39]=[CH:40][CH:41]=[C:34]([F:33])[CH:35]=2)[C:16]2[CH:18]=[C:19]([CH3:23])[C:20]([CH3:22])=[CH:21][C:15]=2[N:14]=1)[C:2]1[CH:7]=[CH:6][CH:5]=[CH:4][CH:3]=1. Given the reactants [CH2:1]([O:8][C:9](=[O:32])[C@@H:10]([NH:24][C:25]([O:27][C:28]([CH3:31])([CH3:30])[CH3:29])=[O:26])[CH2:11][CH2:12][C:13]1[NH:17][C:16]2[CH:18]=[C:19]([CH3:23])[C:20]([CH3:22])=[CH:21][C:15]=2[N:14]=1)[C:2]1[CH:7]=[CH:6][CH:5]=[CH:4][CH:3]=1.[F:33][C:34]1[CH:35]=[C:36]([CH:39]=[CH:40][CH:41]=1)[CH2:37]Br.C(=O)([O-])[O-].[Cs+].[Cs+], predict the reaction product. (3) Given the reactants [C:1]([NH:9][C:10]1[CH:15]=[CH:14][C:13]([CH2:16][C:17]2[C:25]3[C:20](=[CH:21][CH:22]=[C:23]([C:26](O)=[O:27])[CH:24]=3)[N:19]([CH3:29])[CH:18]=2)=[CH:12][CH:11]=1)(=[O:8])[C:2]1[CH:7]=[CH:6][CH:5]=[CH:4][CH:3]=1.CCN(C(C)C)C(C)C.CN(C([O:46][N:47]1N=NC2C=CC=NC1=2)=[N+](C)C)C.F[P-](F)(F)(F)(F)F.Cl.NO, predict the reaction product. The product is: [OH:46][NH:47][C:26]([C:23]1[CH:24]=[C:25]2[C:20](=[CH:21][CH:22]=1)[N:19]([CH3:29])[CH:18]=[C:17]2[CH2:16][C:13]1[CH:14]=[CH:15][C:10]([NH:9][C:1](=[O:8])[C:2]2[CH:3]=[CH:4][CH:5]=[CH:6][CH:7]=2)=[CH:11][CH:12]=1)=[O:27]. (4) The product is: [F:14][C:13]([F:16])([F:15])[C:8]([OH:17])=[O:26].[F:10][C:9]([F:12])([F:11])[C:8]([C:5]1[CH:6]=[CH:7][C:2]([N:24]2[CH2:23][CH2:22][N:21]([S:85]([C:81]3[S:80][CH:84]=[CH:83][N:82]=3)(=[O:87])=[O:86])[CH2:20][C@@H:19]2[CH3:18])=[CH:3][CH:4]=1)([OH:17])[C:13]([F:16])([F:15])[F:14]. Given the reactants Br[C:2]1[CH:7]=[CH:6][C:5]([C:8]([OH:17])([C:13]([F:16])([F:15])[F:14])[C:9]([F:12])([F:11])[F:10])=[CH:4][CH:3]=1.[CH3:18][C@@H:19]1[NH:24][CH2:23][CH2:22][N:21](C(OC(C)(C)C)=[O:26])[CH2:20]1.CC(C)([O-])C.[Na+].C1(P(C2CCCCC2)C2C=CC=CC=2C2C(OC(C)C)=CC=CC=2OC(C)C)CCCCC1.CCN(C(C)C)C(C)C.[S:80]1[CH:84]=[CH:83][N:82]=[C:81]1[S:85](Cl)(=[O:87])=[O:86], predict the reaction product.